Predict the product of the given reaction. From a dataset of Forward reaction prediction with 1.9M reactions from USPTO patents (1976-2016). The product is: [CH:25]1([CH:9]2[C:8](=[O:13])[CH2:7][CH:6]([C:17]#[C:18][C:19]3[S:20][CH:21]=[CH:22][N:23]=3)[O:24][C:10]2=[O:16])[CH2:29][CH2:28][CH2:27][CH2:26]1. Given the reactants C1([C:6]([OH:24])([C:17]#[C:18][C:19]2[S:20][CH:21]=[CH:22][N:23]=2)[CH2:7][C:8]2[O:13]C(C)(C)O[C:10](=[O:16])[CH:9]=2)CCCC1.[CH:25]1(C(O)(C#CC2C=CC(OC)=CC=2)CC2OC(C)(C)OC(=O)C=2)[CH2:29][CH2:28][CH2:27][CH2:26]1, predict the reaction product.